Dataset: Catalyst prediction with 721,799 reactions and 888 catalyst types from USPTO. Task: Predict which catalyst facilitates the given reaction. (1) Reactant: Cl.[CH3:2][O:3][C:4]1[CH:9]=[CH:8][C:7]([NH:10]N)=[CH:6][CH:5]=1.O=[C:13]1[CH2:18][CH2:17][CH:16]([C:19]([O:21][CH3:22])=[O:20])[CH2:15][CH2:14]1. Product: [CH3:2][O:3][C:4]1[CH:9]=[C:8]2[C:7](=[CH:6][CH:5]=1)[NH:10][C:13]1[CH2:18][CH2:17][CH:16]([C:19]([O:21][CH3:22])=[O:20])[CH2:15][C:14]2=1. The catalyst class is: 86. (2) Reactant: ClC1C=C(C=CC=1)C(OO)=[O:6].[CH2:12]([O:14][CH2:15][C:16]1[N:17]([CH2:39][CH2:40][CH3:41])[C:18]2[C:27]3[CH:26]=[C:25]([O:28][CH2:29][CH2:30][CH2:31][N:32]4[CH2:36][CH2:35][CH2:34][C:33]4=[O:37])[CH:24]=[CH:23][C:22]=3[N:21]=[CH:20][C:19]=2[N:38]=1)[CH3:13].C(=O)([O-])[O-].[Na+].[Na+]. The catalyst class is: 22. Product: [CH2:12]([O:14][CH2:15][C:16]1[N:17]([CH2:39][CH2:40][CH3:41])[C:18]2[C:27]3[CH:26]=[C:25]([O:28][CH2:29][CH2:30][CH2:31][N:32]4[CH2:36][CH2:35][CH2:34][C:33]4=[O:37])[CH:24]=[CH:23][C:22]=3[N+:21]([O-:6])=[CH:20][C:19]=2[N:38]=1)[CH3:13]. (3) Reactant: [C:1]([C:3]1[CH:8]=[CH:7][C:6]([N:9]2[C:13]([C:14]3[C:15](=[O:33])[N:16]([CH3:32])[C:17](=[O:31])[N:18]([C:21]4[CH:26]=[CH:25][CH:24]=[C:23]([C:27]([F:30])([F:29])[F:28])[CH:22]=4)[C:19]=3[CH3:20])=[C:12]([C:34](O)=[O:35])[CH:11]=[N:10]2)=[CH:5][CH:4]=1)#[N:2].CN1CCOCC1.ClC(OCC(C)C)=O.[BH4-].[Na+].[Cl-].[NH4+]. Product: [CH3:32][N:16]1[C:15](=[O:33])[C:14]([C:13]2[N:9]([C:6]3[CH:7]=[CH:8][C:3]([C:1]#[N:2])=[CH:4][CH:5]=3)[N:10]=[CH:11][C:12]=2[CH2:34][OH:35])=[C:19]([CH3:20])[N:18]([C:21]2[CH:26]=[CH:25][CH:24]=[C:23]([C:27]([F:28])([F:29])[F:30])[CH:22]=2)[C:17]1=[O:31]. The catalyst class is: 30. (4) Product: [Br:1][C:2]1[CH:3]=[C:4]2[C:15](=[CH2:17])[C:14]3[C:9](=[CH:10][CH:11]=[C:12]([I:18])[CH:13]=3)[O:8][C:5]2=[N:6][CH:7]=1. Reactant: [Br:1][C:2]1[CH:3]=[C:4]2[C:15]([CH3:17])(O)[C:14]3[C:9](=[CH:10][CH:11]=[C:12]([I:18])[CH:13]=3)[O:8][C:5]2=[N:6][CH:7]=1. The catalyst class is: 2. (5) Reactant: [Cl:1][C:2]1[CH:3]=[C:4]([CH:6]=[CH:7][C:8]=1[S:9][C:10]1[N:11]([CH3:15])[CH:12]=[CH:13][N:14]=1)[NH2:5].Cl.N1C=CC=CC=1.Cl[C:24]1[C:29]([C:30]#[N:31])=[CH:28][N:27]=[C:26]2[S:32][CH:33]=[CH:34][C:25]=12. Product: [Cl:1][C:2]1[CH:3]=[C:4]([NH:5][C:24]2[C:29]([C:30]#[N:31])=[CH:28][N:27]=[C:26]3[S:32][CH:33]=[CH:34][C:25]=23)[CH:6]=[CH:7][C:8]=1[S:9][C:10]1[N:11]([CH3:15])[CH:12]=[CH:13][N:14]=1. The catalyst class is: 486.